Dataset: Reaction yield outcomes from USPTO patents with 853,638 reactions. Task: Predict the reaction yield, written as a fraction of the theoretical maximum amount of product (1.0 means a 100% yield; for example, 0.34 means a 34% yield). (1) The product is [OH:12][CH2:8][CH2:7][CH2:6][C:5]1[CH:4]=[CH:3][C:2]([OH:1])=[CH:11][C:10]=1[OH:9]. The yield is 0.420. The reactants are [OH:1][C:2]1[CH:11]=[C:10]2[C:5]([CH:6]=[CH:7][C:8](=[O:12])[O:9]2)=[CH:4][CH:3]=1.[BH4-].[Li+].[Cl-].[NH4+].Cl. The catalyst is C1COCC1.CO. (2) The reactants are O[C:2]1([C:23]2[S:24][CH:25]=[CH:26][CH:27]=2)[C:6]2[CH:7]=[C:8]([NH:13][C:14](=[O:20])[CH2:15][C:16]([CH3:19])([CH3:18])[CH3:17])[C:9]([CH3:12])=[C:10]([CH3:11])[C:5]=2[O:4][C:3]1([CH3:22])[CH3:21]. The catalyst is C(OCC)(=O)C.CCCCCC. The product is [CH3:21][C:3]1([CH3:22])[CH:2]([C:23]2[S:24][CH:25]=[CH:26][CH:27]=2)[C:6]2[CH:7]=[C:8]([NH:13][C:14](=[O:20])[CH2:15][C:16]([CH3:19])([CH3:18])[CH3:17])[C:9]([CH3:12])=[C:10]([CH3:11])[C:5]=2[O:4]1. The yield is 0.650. (3) The reactants are [CH3:1][O:2][C:3]1[CH:4]=[C:5]([S:11](Cl)(=[O:13])=[O:12])[CH:6]=[CH:7][C:8]=1[O:9][CH3:10].C(N(CC)CC)C.[CH2:22]([NH2:30])[CH2:23][CH2:24][CH2:25][CH2:26][CH2:27][CH2:28][CH3:29]. The catalyst is C(OCC)(=O)C. The product is [CH2:22]([NH:30][S:11]([C:5]1[CH:6]=[CH:7][C:8]([O:9][CH3:10])=[C:3]([O:2][CH3:1])[CH:4]=1)(=[O:13])=[O:12])[CH2:23][CH2:24][CH2:25][CH2:26][CH2:27][CH2:28][CH3:29]. The yield is 0.780. (4) The reactants are [NH2:1][C:2]1[CH:7]=[CH:6][CH:5]=[CH:4][C:3]=1[NH:8][C:9](=O)[C:10]1[CH:15]=[C:14]([Br:16])[CH:13]=[CH:12][C:11]=1[F:17]. The catalyst is C(O)(=O)C. The product is [Br:16][C:14]1[CH:13]=[CH:12][C:11]([F:17])=[C:10]([C:9]2[NH:8][C:3]3[CH:4]=[CH:5][CH:6]=[CH:7][C:2]=3[N:1]=2)[CH:15]=1. The yield is 0.890. (5) The reactants are [F:1][C:2]1[CH:7]=[C:6]([S:8][CH3:9])[CH:5]=[CH:4][C:3]=1[NH:10][C:11]1[C:12]([C:20]([O:22]CC)=O)=[N:13][N:14]([CH3:19])[C:15](=[O:18])[C:16]=1[CH3:17].C([O:27][CH2:28][CH2:29][O:30][NH2:31])=C. No catalyst specified. The product is [F:1][C:2]1[CH:7]=[C:6]([S:8][CH3:9])[CH:5]=[CH:4][C:3]=1[NH:10][C:11]1[C:12]([C:20]([NH:31][O:30][CH2:29][CH2:28][OH:27])=[O:22])=[N:13][N:14]([CH3:19])[C:15](=[O:18])[C:16]=1[CH3:17]. The yield is 0.780. (6) The reactants are C[Si]([N-][Si](C)(C)C)(C)C.[Li+].[F:11][C:12]1[CH:13]=[C:14]([CH2:21][C:22]([OH:24])=[O:23])[CH:15]=[C:16]([F:20])[C:17]=1[O:18][CH3:19].[CH3:25]I.[Cl-].[NH4+]. The catalyst is C1COCC1.O.C(OCC)(=O)C. The product is [F:11][C:12]1[CH:13]=[C:14]([CH:21]([CH3:25])[C:22]([OH:24])=[O:23])[CH:15]=[C:16]([F:20])[C:17]=1[O:18][CH3:19]. The yield is 1.05.